Task: Predict the reaction yield, written as a fraction of the theoretical maximum amount of product (1.0 means a 100% yield; for example, 0.34 means a 34% yield).. Dataset: Reaction yield outcomes from USPTO patents with 853,638 reactions The reactants are [Br:1][C:2]1[C:3]([CH3:9])=[N:4][C:5]([Cl:8])=[CH:6][CH:7]=1.[Br:10]C1C(CBr)=NC=C(Br)C=1. No catalyst specified. The product is [Br:1][C:2]1[C:3]([CH2:9][Br:10])=[N:4][C:5]([Cl:8])=[CH:6][CH:7]=1. The yield is 0.450.